This data is from Forward reaction prediction with 1.9M reactions from USPTO patents (1976-2016). The task is: Predict the product of the given reaction. (1) Given the reactants Cl[C:2]1[N:11]=[C:10]([NH:12][CH2:13][CH2:14][CH2:15][CH2:16][CH2:17][CH2:18][CH2:19][CH2:20][CH2:21][CH2:22][CH2:23][CH3:24])[C:9]2[C:4](=[CH:5][CH:6]=[C:7]([N+:25]([O-:27])=[O:26])[CH:8]=2)[N:3]=1.[CH2:28]([NH2:31])[CH:29]=[CH2:30], predict the reaction product. The product is: [CH2:28]([NH:31][C:2]1[N:11]=[C:10]([NH:12][CH2:13][CH2:14][CH2:15][CH2:16][CH2:17][CH2:18][CH2:19][CH2:20][CH2:21][CH2:22][CH2:23][CH3:24])[C:9]2[C:4](=[CH:5][CH:6]=[C:7]([N+:25]([O-:27])=[O:26])[CH:8]=2)[N:3]=1)[CH:29]=[CH2:30]. (2) The product is: [CH3:15][O:14][CH2:13][C:10]1[O:11][CH:12]=[C:8]([C:6]#[C:7][C:17]2[CH:42]=[CH:41][C:20]([C:21]([N:23]([CH3:40])[C@:24]([CH3:39])([C:29]([NH:31][O:32][CH:33]3[CH2:38][CH2:37][CH2:36][CH2:35][O:34]3)=[O:30])[C:25]([NH:27][CH3:28])=[O:26])=[O:22])=[CH:19][CH:18]=2)[CH:9]=1. Given the reactants C1COCC1.[C:6]([C:8]1[CH:9]=[C:10]([CH2:13][O:14][CH3:15])[O:11][CH:12]=1)#[CH:7].I[C:17]1[CH:42]=[CH:41][C:20]([C:21]([N:23]([CH3:40])[C@:24]([CH3:39])([C:29]([NH:31][O:32][CH:33]2[CH2:38][CH2:37][CH2:36][CH2:35][O:34]2)=[O:30])[C:25]([NH:27][CH3:28])=[O:26])=[O:22])=[CH:19][CH:18]=1, predict the reaction product. (3) The product is: [Br:1][C:2]1[N:7]2[CH:8]=[CH:9][N:10]=[C:6]2[C:5]([NH:26][C:15]2[CH:16]=[CH:17][C:18]([N:19]3[CH2:24][CH2:23][N:22]([CH3:25])[CH2:21][CH2:20]3)=[C:13]([F:12])[CH:14]=2)=[N:4][CH:3]=1. Given the reactants [Br:1][C:2]1[N:7]2[CH:8]=[CH:9][N:10]=[C:6]2[C:5](Br)=[N:4][CH:3]=1.[F:12][C:13]1[CH:14]=[C:15]([NH2:26])[CH:16]=[CH:17][C:18]=1[N:19]1[CH2:24][CH2:23][N:22]([CH3:25])[CH2:21][CH2:20]1.CCN(C(C)C)C(C)C, predict the reaction product. (4) Given the reactants [Br:1][C:2]1[CH:3]=[N:4][C:5]2[N:6]([N:8]=[C:9]([C:11]([OH:13])=O)[CH:10]=2)[CH:7]=1.[CH3:14][CH:15]1[C:24]2[C:19](=[C:20]([N+:25]([O-:27])=[O:26])[CH:21]=[CH:22][CH:23]=2)[CH2:18][CH2:17][NH:16]1, predict the reaction product. The product is: [Br:1][C:2]1[CH:3]=[N:4][C:5]2[N:6]([N:8]=[C:9]([C:11]([N:16]3[CH2:17][CH2:18][C:19]4[C:24](=[CH:23][CH:22]=[CH:21][C:20]=4[N+:25]([O-:27])=[O:26])[CH:15]3[CH3:14])=[O:13])[CH:10]=2)[CH:7]=1.